From a dataset of Forward reaction prediction with 1.9M reactions from USPTO patents (1976-2016). Predict the product of the given reaction. (1) Given the reactants [N:1]1([C:7]([NH:9][NH2:10])=[O:8])[CH2:6][CH2:5][O:4][CH2:3][CH2:2]1.[O:11]=[C:12]1[C:20](=O)[C:19]2[C:14](=[CH:15][CH:16]=[C:17]([S:22][CH2:23][CH2:24][CH2:25][C:26]3[CH:34]=[CH:33][C:29]([C:30]([OH:32])=[O:31])=[CH:28][CH:27]=3)[CH:18]=2)[N:13]1[CH2:35][CH2:36][CH2:37][CH2:38][CH2:39][CH3:40], predict the reaction product. The product is: [CH2:35]([N:13]1[C:14]2[C:19](=[CH:18][C:17]([S:22][CH2:23][CH2:24][CH2:25][C:26]3[CH:27]=[CH:28][C:29]([C:30]([OH:32])=[O:31])=[CH:33][CH:34]=3)=[CH:16][CH:15]=2)[C:20](=[N:10][NH:9][C:7]([N:1]2[CH2:6][CH2:5][O:4][CH2:3][CH2:2]2)=[O:8])[C:12]1=[O:11])[CH2:36][CH2:37][CH2:38][CH2:39][CH3:40]. (2) Given the reactants [F:1][C:2]1[CH:7]=[CH:6][CH:5]=[C:4]([F:8])[C:3]=1[N:9]1[C:14]2[N:15]=[C:16](S(C)=O)[N:17]=[C:18]([C:19]3[CH:20]=[C:21]([CH:28]=[CH:29][C:30]=3[CH3:31])[C:22]([NH:24][CH:25]([CH3:27])[CH3:26])=[O:23])[C:13]=2[CH2:12][NH:11][C:10]1=[O:35].C(Cl)(Cl)Cl.[CH3:40][N:41]([CH3:47])[CH:42]1[CH2:46][CH2:45][NH:44][CH2:43]1.C(N(CC)C(C)C)(C)C, predict the reaction product. The product is: [F:1][C:2]1[CH:7]=[CH:6][CH:5]=[C:4]([F:8])[C:3]=1[N:9]1[C:14]2[N:15]=[C:16]([N:44]3[CH2:45][CH2:46][CH:42]([N:41]([CH3:47])[CH3:40])[CH2:43]3)[N:17]=[C:18]([C:19]3[CH:20]=[C:21]([CH:28]=[CH:29][C:30]=3[CH3:31])[C:22]([NH:24][CH:25]([CH3:27])[CH3:26])=[O:23])[C:13]=2[CH2:12][NH:11][C:10]1=[O:35]. (3) Given the reactants [N:1]1[CH:6]=[CH:5][CH:4]=[C:3]([CH:7]=O)[CH:2]=1.[CH3:9][N:10]1[C:19]2[C:14](=[CH:15][C:16]([O:20][CH2:21][CH2:22][CH2:23][CH2:24][CH2:25][NH:26][CH2:27][C:28]3[CH:29]=[N:30][CH:31]=[CH:32][CH:33]=3)=[CH:17][CH:18]=2)[CH:13]=[CH:12][C:11]1=[O:34].C(O[BH-](OC(=O)C)OC(=O)C)(=O)C.[Na+].C(=O)([O-])O.[Na+], predict the reaction product. The product is: [N:30]1[CH:31]=[CH:32][CH:33]=[C:28]([CH2:27][N:26]([CH2:7][C:3]2[CH:2]=[N:1][CH:6]=[CH:5][CH:4]=2)[CH2:25][CH2:24][CH2:23][CH2:22][CH2:21][O:20][C:16]2[CH:15]=[C:14]3[C:19](=[CH:18][CH:17]=2)[N:10]([CH3:9])[C:11](=[O:34])[CH:12]=[CH:13]3)[CH:29]=1. (4) Given the reactants [H-].[Na+].[NH:3]1[C:11]2[C:6](=[CH:7][C:8]([C:12]([OH:14])=[O:13])=[CH:9][CH:10]=2)[CH:5]=[C:4]1[C:15]([OH:17])=[O:16].[CH2:18](Br)[CH2:19][CH2:20][CH2:21][CH2:22][CH2:23][CH2:24][CH3:25], predict the reaction product. The product is: [CH2:18]([N:3]1[C:11]2[C:6](=[CH:7][C:8]([C:12]([OH:14])=[O:13])=[CH:9][CH:10]=2)[CH:5]=[C:4]1[C:15]([OH:17])=[O:16])[CH2:19][CH2:20][CH2:21][CH2:22][CH2:23][CH2:24][CH3:25]. (5) Given the reactants [CH2:1]1[C:6]2[NH:7][C:8]3[C:13]([C:5]=2[CH2:4][CH2:3][NH:2]1)=[CH:12][CH:11]=[CH:10][CH:9]=3.[C:14]([O:18][C:19](O[C:19]([O:18][C:14]([CH3:17])([CH3:16])[CH3:15])=[O:20])=[O:20])([CH3:17])([CH3:16])[CH3:15].C(N(CC)CC)C, predict the reaction product. The product is: [C:14]([O:18][C:19]([N:2]1[CH2:3][CH2:4][C:5]2[C:13]3[C:8](=[CH:9][CH:10]=[CH:11][CH:12]=3)[NH:7][C:6]=2[CH2:1]1)=[O:20])([CH3:17])([CH3:16])[CH3:15]. (6) The product is: [Cl:24][C:23]1[C:17]2[S:16][C:15]([C:3]3[CH:4]=[CH:5][S:1][CH:2]=3)=[N:19][C:18]=2[CH:20]=[CH:21][C:22]=1[F:25]. Given the reactants [S:1]1[CH:5]=[CH:4][C:3](B(O)O)=[CH:2]1.C(=O)([O-])O.[Na+].Br[C:15]1[S:16][C:17]2[C:23]([Cl:24])=[C:22]([F:25])[CH:21]=[CH:20][C:18]=2[N:19]=1.BrC1SC2C=C(F)C(Cl)=CC=2N=1, predict the reaction product. (7) Given the reactants [Cl:1][C:2]1[N:7]=[C:6]2[NH:8][N:9]=[CH:10][C:5]2=[C:4]([N:11]2[CH2:16][CH2:15][O:14][CH2:13][CH2:12]2)[N:3]=1.C(=O)([O-])[O-].[K+].[K+].[F:23][C:24]([F:28])([F:27])[CH2:25]I, predict the reaction product. The product is: [Cl:1][C:2]1[N:7]=[C:6]2[N:8]([CH2:25][C:24]([F:28])([F:27])[F:23])[N:9]=[CH:10][C:5]2=[C:4]([N:11]2[CH2:12][CH2:13][O:14][CH2:15][CH2:16]2)[N:3]=1.